Dataset: Reaction yield outcomes from USPTO patents with 853,638 reactions. Task: Predict the reaction yield, written as a fraction of the theoretical maximum amount of product (1.0 means a 100% yield; for example, 0.34 means a 34% yield). (1) The reactants are [CH2:1]([O:4][C:5]1[C:6]([CH2:30][CH3:31])=[C:7]([CH2:25][C:26]([O:28][CH3:29])=[O:27])[C:8]([C:15](=[O:24])[C:16]2[CH:21]=[CH:20][CH:19]=[C:18](SC)[CH:17]=2)=[C:9]([O:11][CH2:12][CH:13]=[CH2:14])[CH:10]=1)[CH:2]=[CH2:3].O[O:33][S:34]([O-:36])=O.[K+].[CH3:38]O. The catalyst is O. The product is [CH2:1]([O:4][C:5]1[C:6]([CH2:30][CH3:31])=[C:7]([CH2:25][C:26]([O:28][CH3:29])=[O:27])[C:8]([C:15](=[O:24])[C:16]2[CH:17]=[CH:18][CH:19]=[C:20]([S:34]([CH3:38])(=[O:36])=[O:33])[CH:21]=2)=[C:9]([O:11][CH2:12][CH:13]=[CH2:14])[CH:10]=1)[CH:2]=[CH2:3]. The yield is 0.930. (2) The reactants are [Si:1]([O:8][CH2:9][CH2:10][NH:11][S:12]([CH2:15][C:16]1[CH:21]=[CH:20][CH:19]=[CH:18][CH:17]=1)(=[O:14])=[O:13])([C:4]([CH3:7])([CH3:6])[CH3:5])([CH3:3])[CH3:2].[Li][CH2:23]CCC.ClCI. The catalyst is O1CCCC1. The product is [Si:1]([O:8][CH2:9][CH2:10][NH:11][S:12]([C:15]([C:16]1[CH:21]=[CH:20][CH:19]=[CH:18][CH:17]=1)=[CH2:23])(=[O:14])=[O:13])([C:4]([CH3:7])([CH3:6])[CH3:5])([CH3:3])[CH3:2]. The yield is 0.700. (3) The reactants are [H-].[Na+].[O:3]1[C:7]2[CH:8]=[CH:9][CH:10]=[CH:11][C:6]=2[NH:5][C:4]1=[O:12].[CH3:13]I. The catalyst is O1CCCC1.C(O)C. The product is [CH3:13][N:5]1[C:6]2[CH:11]=[CH:10][CH:9]=[CH:8][C:7]=2[O:3][C:4]1=[O:12]. The yield is 0.820. (4) The reactants are [CH3:1][C:2]1[CH:6]=[CH:5][S:4][C:3]=1[CH2:7][C:8]([C:10]1[CH:15]=[CH:14][N:13]=[CH:12][CH:11]=1)=[O:9].[C:16]1([CH3:22])[CH:21]=[CH:20][CH:19]=[CH:18][CH:17]=1. The catalyst is C(Br)C1C=CC=CC=1. The product is [CH2:22]([N:13]1[CH2:12][CH:11]=[C:10]([CH:8]([OH:9])[CH2:7][C:3]2[S:4][CH:5]=[CH:6][C:2]=2[CH3:1])[CH2:15][CH2:14]1)[C:16]1[CH:21]=[CH:20][CH:19]=[CH:18][CH:17]=1. The yield is 0.730.